From a dataset of Reaction yield outcomes from USPTO patents with 853,638 reactions. Predict the reaction yield, written as a fraction of the theoretical maximum amount of product (1.0 means a 100% yield; for example, 0.34 means a 34% yield). (1) The reactants are [CH2:1]([N:8]1[CH2:12][CH2:11][C:10]([CH2:17][C:18]([O:20]C)=O)([CH2:13][N+:14]([O-])=O)[CH2:9]1)[C:2]1[CH:7]=[CH:6][CH:5]=[CH:4][CH:3]=1. The catalyst is [Ni].O.C(O)C. The product is [CH2:1]([N:8]1[CH2:12][CH2:11][C:10]2([CH2:13][NH:14][C:18](=[O:20])[CH2:17]2)[CH2:9]1)[C:2]1[CH:7]=[CH:6][CH:5]=[CH:4][CH:3]=1. The yield is 0.600. (2) The reactants are CC([O-])(C)C.[K+].[CH3:7][O:8][CH2:9][N:10]1[C:18]2[C:13](=[CH:14][CH:15]=[CH:16][CH:17]=2)[CH:12]=[CH:11]1.[SiH2:19]([CH2:22][CH3:23])[CH2:20][CH3:21]. No catalyst specified. The product is [CH2:20]([SiH:19]([CH2:22][CH3:23])[C:11]1[N:10]([CH2:9][O:8][CH3:7])[C:18]2[C:13]([CH:12]=1)=[CH:14][CH:15]=[CH:16][CH:17]=2)[CH3:21]. The yield is 0.660. (3) The reactants are [CH2:1]([NH:3][S:4]([CH2:7][C:8]1[CH:13]=[CH:12][CH:11]=[CH:10][CH:9]=1)(=[O:6])=[O:5])[CH3:2].CC(C)([O-])C.[K+].[C:20](OCC)(=[O:24])[C:21]([O-])=[O:22].Cl. The catalyst is C1COCC1. The product is [CH2:1]([N:3]1[C:21](=[O:22])[C:20]([OH:24])=[C:7]([C:8]2[CH:13]=[CH:12][CH:11]=[CH:10][CH:9]=2)[S:4]1(=[O:5])=[O:6])[CH3:2]. The yield is 0.826. (4) No catalyst specified. The reactants are [NH2:1][C:2]1[CH:7]=[C:6]([CH3:8])[CH:5]=[CH:4][C:3]=1[S:9]([NH2:12])(=[O:11])=[O:10].[Cl:13][C:14]1[CH:19]=[CH:18][C:17](/[CH:20]=[CH:21]/[S:22](Cl)(=[O:24])=[O:23])=[C:16]([O:26][CH3:27])[CH:15]=1. The yield is 0.690. The product is [Cl:13][C:14]1[CH:19]=[CH:18][C:17](/[CH:20]=[CH:21]/[S:22]([NH:1][C:2]2[CH:7]=[C:6]([CH3:8])[CH:5]=[CH:4][C:3]=2[S:9]([NH2:12])(=[O:10])=[O:11])(=[O:23])=[O:24])=[C:16]([O:26][CH3:27])[CH:15]=1. (5) The reactants are Cl[C:2]1[N:11]=[C:10]([C:12]2[CH:17]=[CH:16][CH:15]=[CH:14][C:13]=2[F:18])[C:9]2[C:4](=[CH:5][CH:6]=[CH:7][CH:8]=2)[N:3]=1.[C:19]([O:23][C:24]([N:26]1[CH2:31][CH2:30][CH:29]([NH2:32])[CH2:28][CH2:27]1)=[O:25])([CH3:22])([CH3:21])[CH3:20]. The catalyst is CN1C(=O)CCC1. The product is [C:19]([O:23][C:24]([N:26]1[CH2:31][CH2:30][CH:29]([NH:32][C:2]2[N:11]=[C:10]([C:12]3[CH:17]=[CH:16][CH:15]=[CH:14][C:13]=3[F:18])[C:9]3[C:4](=[CH:5][CH:6]=[CH:7][CH:8]=3)[N:3]=2)[CH2:28][CH2:27]1)=[O:25])([CH3:22])([CH3:20])[CH3:21]. The yield is 0.660. (6) The reactants are I(O)(=O)(=O)=O.[I:6]I.S(=O)(=O)(O)O.[Cl:13][C:14]1[C:19]([F:20])=[CH:18][CH:17]=[C:16]([Cl:21])[C:15]=1[C@H:22]([O:24][C:25]1[C:26]([NH2:31])=[N:27][CH:28]=[CH:29][CH:30]=1)[CH3:23]. The catalyst is C(O)(=O)C.O. The product is [I:6][C:29]1[CH:30]=[C:25]([O:24][C@@H:22]([C:15]2[C:16]([Cl:21])=[CH:17][CH:18]=[C:19]([F:20])[C:14]=2[Cl:13])[CH3:23])[C:26]([NH2:31])=[N:27][CH:28]=1. The yield is 0.616. (7) The reactants are C(N(CC)CC)C.[CH3:8][O:9][C:10](=[O:13])[CH2:11]Br.[CH:14]([O:17][C:18]([N:20]1[C:29]2[C:24](=[CH:25][C:26]([C:30]([F:33])([F:32])[F:31])=[CH:27][CH:28]=2)[C@@H:23]([N:34]([CH2:40][C:41]2[CH:46]=[C:45]([C:47]([F:50])([F:49])[F:48])[CH:44]=[C:43]([C:51]([F:54])([F:53])[F:52])[CH:42]=2)[C:35]2[NH:39][N:38]=[N:37][N:36]=2)[CH2:22][C@H:21]1[CH2:55][CH3:56])=[O:19])([CH3:16])[CH3:15].Cl. The catalyst is C(#N)C. The product is [CH:14]([O:17][C:18]([N:20]1[C:29]2[C:24](=[CH:25][C:26]([C:30]([F:33])([F:32])[F:31])=[CH:27][CH:28]=2)[C@@H:23]([N:34]([CH2:40][C:41]2[CH:46]=[C:45]([C:47]([F:48])([F:49])[F:50])[CH:44]=[C:43]([C:51]([F:52])([F:53])[F:54])[CH:42]=2)[C:35]2[N:36]=[N:37][N:38]([CH2:11][C:10]([O:9][CH3:8])=[O:13])[N:39]=2)[CH2:22][C@H:21]1[CH2:55][CH3:56])=[O:19])([CH3:16])[CH3:15]. The yield is 0.810.